This data is from Reaction yield outcomes from USPTO patents with 853,638 reactions. The task is: Predict the reaction yield, written as a fraction of the theoretical maximum amount of product (1.0 means a 100% yield; for example, 0.34 means a 34% yield). (1) The reactants are [OH-].[K+].[CH3:3]N(N=O)C(N[N+]([O-])=O)=N.[CH2:13]([NH:20][C:21](=[O:25])/[CH:22]=[CH:23]/[CH3:24])[C:14]1[CH:19]=[CH:18][CH:17]=[CH:16][CH:15]=1. The catalyst is CC([O-])=O.CC([O-])=O.[Pd+2].CCOCC. The product is [CH2:13]([NH:20][C:21]([C@@H:22]1[CH2:24][C@H:23]1[CH3:3])=[O:25])[C:14]1[CH:19]=[CH:18][CH:17]=[CH:16][CH:15]=1. The yield is 0.830. (2) The reactants are C(OC([C:6]1[C:10]([C:11]2[CH:16]=[C:15]([Cl:17])[C:14]([O:18][CH2:19][C:20]3[CH:25]=[CH:24][CH:23]=[CH:22][CH:21]=3)=[C:13]([Cl:26])[CH:12]=2)=[CH:9][S:8][C:7]=1[NH:27][C:28](=[O:34])[CH2:29][C:30](OC)=[O:31])=O)C.[H-].[Na+].Cl.C(OCC)C. The catalyst is C1COCC1. The product is [Cl:26][C:13]1[CH:12]=[C:11]([C:10]2[C:6]3[C:30]([OH:31])=[CH:29][C:28](=[O:34])[NH:27][C:7]=3[S:8][CH:9]=2)[CH:16]=[C:15]([Cl:17])[C:14]=1[O:18][CH2:19][C:20]1[CH:25]=[CH:24][CH:23]=[CH:22][CH:21]=1. The yield is 0.790. (3) The reactants are [CH3:1][O:2][C:3]([C:5]1([NH:18][C:19](=[O:24])[CH2:20][CH2:21][CH2:22]Cl)[CH2:10][CH2:9][N:8]([C:11]([O:13][C:14]([CH3:17])([CH3:16])[CH3:15])=[O:12])[CH2:7][CH2:6]1)=[O:4].[H-].[Na+]. The catalyst is C1COCC1. The product is [CH3:1][O:2][C:3]([C:5]1([N:18]2[CH2:22][CH2:21][CH2:20][C:19]2=[O:24])[CH2:10][CH2:9][N:8]([C:11]([O:13][C:14]([CH3:17])([CH3:16])[CH3:15])=[O:12])[CH2:7][CH2:6]1)=[O:4]. The yield is 0.580. (4) The reactants are Br[C:2]1[C:7]([Cl:8])=[CH:6][CH:5]=[C:4]2[N:9]([C:24]3[C:25]4[C@H:32]([CH3:33])[CH2:31][CH2:30][C:26]=4[N:27]=[CH:28][N:29]=3)[CH2:10][C:11]3([CH2:16][CH2:15][N:14]([C:17]([O:19][C:20]([CH3:23])([CH3:22])[CH3:21])=[O:18])[CH2:13][CH2:12]3)[C:3]=12.[CH3:34][N:35](C=O)C. The catalyst is O.[C-]#N.[Zn+2].[C-]#N.C1C=CC([P]([Pd]([P](C2C=CC=CC=2)(C2C=CC=CC=2)C2C=CC=CC=2)([P](C2C=CC=CC=2)(C2C=CC=CC=2)C2C=CC=CC=2)[P](C2C=CC=CC=2)(C2C=CC=CC=2)C2C=CC=CC=2)(C2C=CC=CC=2)C2C=CC=CC=2)=CC=1. The product is [Cl:8][C:7]1[C:2]([C:34]#[N:35])=[C:3]2[C:11]3([CH2:16][CH2:15][N:14]([C:17]([O:19][C:20]([CH3:23])([CH3:22])[CH3:21])=[O:18])[CH2:13][CH2:12]3)[CH2:10][N:9]([C:24]3[C:25]4[C@H:32]([CH3:33])[CH2:31][CH2:30][C:26]=4[N:27]=[CH:28][N:29]=3)[C:4]2=[CH:5][CH:6]=1. The yield is 0.330. (5) The reactants are [C:1]([C:5]1[N:10]=[C:9]([N:11]2[CH2:16][CH2:15][N:14]([CH2:17][CH2:18][CH2:19][CH2:20][NH2:21])[CH2:13][CH2:12]2)[CH:8]=[C:7]([C:22]([F:25])([F:24])[F:23])[N:6]=1)([CH3:4])([CH3:3])[CH3:2].C1N=CN([C:31](N2C=NC=C2)=[O:32])C=1.[CH3:38][C:39]1[C:44]([CH3:45])=[CH:43][CH:42]=[CH:41][C:40]=1[N:46]1[CH2:51][CH2:50][NH:49][CH2:48][CH2:47]1. The catalyst is C(Cl)(Cl)Cl.CO. The product is [C:1]([C:5]1[N:10]=[C:9]([N:11]2[CH2:16][CH2:15][N:14]([CH2:17][CH2:18][CH2:19][CH2:20][NH:21][C:31]([N:49]3[CH2:48][CH2:47][N:46]([C:40]4[CH:41]=[CH:42][CH:43]=[C:44]([CH3:45])[C:39]=4[CH3:38])[CH2:51][CH2:50]3)=[O:32])[CH2:13][CH2:12]2)[CH:8]=[C:7]([C:22]([F:24])([F:25])[F:23])[N:6]=1)([CH3:4])([CH3:2])[CH3:3]. The yield is 0.350. (6) The reactants are [Br:1][C:2]1[CH:3]=[CH:4][C:5]([C:9](=[NH:12])[NH:10][NH2:11])=[N:6][C:7]=1[CH3:8].[CH:13](O)=O. The catalyst is CO. The product is [Br:1][C:2]1[C:7]([CH3:8])=[N:6][C:5]([C:9]2[NH:12][CH:13]=[N:11][N:10]=2)=[CH:4][CH:3]=1. The yield is 0.840.